This data is from Forward reaction prediction with 1.9M reactions from USPTO patents (1976-2016). The task is: Predict the product of the given reaction. (1) The product is: [C:20]1([C:24]2[CH:29]=[CH:28][CH:27]=[CH:26][CH:25]=2)[CH:21]=[CH:22][CH:23]=[C:18]([C:15]2[CH:16]=[C:17]([B:43]([OH:46])[OH:44])[C:12]3[S:11][C:10]4[CH:30]=[CH:31][C:7]([C:3]5[CH:2]=[C:1]([C:32]6[CH:33]=[CH:34][CH:35]=[CH:36][CH:37]=6)[CH:6]=[CH:5][CH:4]=5)=[CH:8][C:9]=4[C:13]=3[CH:14]=2)[CH:19]=1. Given the reactants [C:1]1([C:32]2[CH:37]=[CH:36][CH:35]=[CH:34][CH:33]=2)[CH:6]=[CH:5][CH:4]=[C:3]([C:7]2[CH:31]=[CH:30][C:10]3[S:11][C:12]4[CH:17]=[CH:16][C:15]([C:18]5[CH:19]=[C:20]([C:24]6[CH:29]=[CH:28][CH:27]=[CH:26][CH:25]=6)[CH:21]=[CH:22][CH:23]=5)=[CH:14][C:13]=4[C:9]=3[CH:8]=2)[CH:2]=1.C([Li])CCC.[B:43](OC)([O:46]C)[O:44]C.Cl, predict the reaction product. (2) The product is: [C:21]([O:20][C:18]([NH:3][CH2:4][CH2:5][N:6]([CH2:7][C:2](=[O:1])[C:25]#[C:26][CH3:27])[C:8](=[O:9])[O:10][CH2:11][C:12]1[CH:17]=[CH:16][CH:15]=[CH:14][CH:13]=1)=[O:19])([CH3:24])([CH3:23])[CH3:22]. Given the reactants [O:1]=[C:2]1[CH2:7][N:6]([C:8]([O:10][CH2:11][C:12]2[CH:17]=[CH:16][CH:15]=[CH:14][CH:13]=2)=[O:9])[CH2:5][CH2:4][N:3]1[C:18]([O:20][C:21]([CH3:24])([CH3:23])[CH3:22])=[O:19].[C:25]([Mg]Br)#[C:26][CH3:27].[NH4+].[Cl-], predict the reaction product. (3) Given the reactants [C:1]1([S:7](Cl)(=[O:9])=[O:8])[CH:6]=[CH:5][CH:4]=[CH:3][CH:2]=1.[NH2:11][C:12]1[CH:13]=[C:14]([CH:18]2[CH2:27][C:26]([CH3:29])([CH3:28])[C:25]3[C:20](=[CH:21][CH:22]=[C:23]([C:30]#[N:31])[CH:24]=3)[NH:19]2)[CH:15]=[CH:16][CH:17]=1.N1C=CC=CC=1, predict the reaction product. The product is: [C:30]([C:23]1[CH:24]=[C:25]2[C:20](=[CH:21][CH:22]=1)[NH:19][CH:18]([C:14]1[CH:13]=[C:12]([NH:11][S:7]([C:1]3[CH:6]=[CH:5][CH:4]=[CH:3][CH:2]=3)(=[O:9])=[O:8])[CH:17]=[CH:16][CH:15]=1)[CH2:27][C:26]2([CH3:29])[CH3:28])#[N:31]. (4) Given the reactants Cl.Cl.[NH:3]1[C:7]2[CH:8]=[CH:9][CH:10]=[CH:11][C:6]=2[N:5]=[C:4]1[C@H:12]([NH2:22])[CH2:13][C:14]1[CH:19]=[CH:18][C:17]([O:20][CH3:21])=[CH:16][CH:15]=1.Cl.[NH2:24][C@H:25]1[CH2:30][CH2:29][CH2:28][CH2:27][C@H:26]1[CH2:31][OH:32].[C:33](O)(C(F)(F)F)=[O:34], predict the reaction product. The product is: [NH:3]1[C:7]2[CH:8]=[CH:9][CH:10]=[CH:11][C:6]=2[N:5]=[C:4]1[C@H:12]([NH:22][C:33]([NH:24][C@H:25]1[CH2:30][CH2:29][CH2:28][CH2:27][C@H:26]1[CH2:31][OH:32])=[O:34])[CH2:13][C:14]1[CH:19]=[CH:18][C:17]([O:20][CH3:21])=[CH:16][CH:15]=1. (5) Given the reactants [C:1]([O:5][C:6]([NH:8][C:9]1([C:15]([OH:17])=O)[CH2:12][C:11]([F:14])([F:13])[CH2:10]1)=[O:7])([CH3:4])([CH3:3])[CH3:2].C(N1C=CN=C1)(N1C=CN=C1)=O.O[N:31]=[C:32]([C:34]1[CH:35]=[CH:36][C:37]([CH3:52])=[C:38]([NH:40][C:41]([C:43]2[N:47]3[CH:48]=[CH:49][CH:50]=[CH:51][C:46]3=[N:45][CH:44]=2)=[O:42])[CH:39]=1)[NH2:33], predict the reaction product. The product is: [F:14][C:11]1([F:13])[CH2:10][C:9]([NH:8][C:6](=[O:7])[O:5][C:1]([CH3:2])([CH3:3])[CH3:4])([C:15]2[O:17][N:31]=[C:32]([C:34]3[CH:35]=[CH:36][C:37]([CH3:52])=[C:38]([NH:40][C:41]([C:43]4[N:47]5[CH:48]=[CH:49][CH:50]=[CH:51][C:46]5=[N:45][CH:44]=4)=[O:42])[CH:39]=3)[N:33]=2)[CH2:12]1.